This data is from Forward reaction prediction with 1.9M reactions from USPTO patents (1976-2016). The task is: Predict the product of the given reaction. (1) Given the reactants [OH:1][C:2]1[C:3]([CH3:23])=[C:4]([C:11]([C:13]2[CH:22]=[CH:21][C:16]([C:17]([O:19][CH3:20])=[O:18])=[CH:15][CH:14]=2)=[O:12])[N:5]2[C:10]=1[CH:9]=[CH:8][CH:7]=[CH:6]2.[CH3:24][O:25][C:26]1[CH:27]=[C:28]([CH:31]=[CH:32][CH:33]=1)[CH2:29]Br, predict the reaction product. The product is: [CH3:24][O:25][C:26]1[CH:27]=[C:28]([CH:31]=[CH:32][CH:33]=1)[CH2:29][O:1][C:2]1[C:3]([CH3:23])=[C:4]([C:11]([C:13]2[CH:22]=[CH:21][C:16]([C:17]([O:19][CH3:20])=[O:18])=[CH:15][CH:14]=2)=[O:12])[N:5]2[C:10]=1[CH:9]=[CH:8][CH:7]=[CH:6]2. (2) Given the reactants [Cl:1][C:2]1[CH:22]=[C:21]([N:23]2[CH2:27][CH2:26][CH2:25][CH2:24]2)[CH:20]=[CH:19][C:3]=1[C:4]([NH:6][C:7]1[CH:12]=[CH:11][CH:10]=[CH:9][C:8]=1[CH:13]=[N:14][C@H:15]([CH3:18])[CH2:16][OH:17])=[O:5].[BH4-].[Na+], predict the reaction product. The product is: [Cl:1][C:2]1[CH:22]=[C:21]([N:23]2[CH2:27][CH2:26][CH2:25][CH2:24]2)[CH:20]=[CH:19][C:3]=1[C:4]([NH:6][C:7]1[CH:12]=[CH:11][CH:10]=[CH:9][C:8]=1[CH2:13][NH:14][C@H:15]([CH3:18])[CH2:16][OH:17])=[O:5]. (3) Given the reactants [F:1][C:2]1[CH:14]=[CH:13][C:5]([O:6][C:7]([CH3:12])([CH3:11])[C:8](O)=O)=[CH:4][CH:3]=1.C(Cl)Cl.C(Cl)(=O)C(Cl)=O.C[N:25](C)C=O.C1COCC1.Cl, predict the reaction product. The product is: [F:1][C:2]1[CH:14]=[CH:13][C:5]([O:6][C:7]([CH3:12])([CH3:11])[CH2:8][NH2:25])=[CH:4][CH:3]=1. (4) Given the reactants [NH2:1][CH2:2][CH2:3][CH2:4][N:5]1[C:13]([CH2:14][C:15]2[C:23]([I:24])=[CH:22][C:18]3[O:19][CH2:20][O:21][C:17]=3[CH:16]=2)=[N:12][C:11]2[C:6]1=[N:7][C:8]([F:26])=[N:9][C:10]=2[NH2:25].[C:27]([S:31](Cl)=[O:32])([CH3:30])([CH3:29])[CH3:28].C(N(CC)CC)C, predict the reaction product. The product is: [NH2:25][C:10]1[N:9]=[C:8]([F:26])[N:7]=[C:6]2[C:11]=1[N:12]=[C:13]([CH2:14][C:15]1[C:23]([I:24])=[CH:22][C:18]3[O:19][CH2:20][O:21][C:17]=3[CH:16]=1)[N:5]2[CH2:4][CH2:3][CH2:2][NH:1][S:31]([C:27]([CH3:30])([CH3:29])[CH3:28])=[O:32]. (5) Given the reactants [O:1]1[CH2:6][CH2:5][CH2:4][O:3][CH:2]1[C:7]1[CH:8]=[C:9]2[C:13](=[CH:14][CH:15]=1)[N:12](COCC[Si](C)(C)C)[N:11]=[C:10]2[N:24]([CH2:26][CH2:27][O:28][CH3:29])[CH3:25].[F-].C([N+](CCCC)(CCCC)CCCC)CCC.C(N)CN, predict the reaction product. The product is: [O:3]1[CH2:4][CH2:5][CH2:6][O:1][CH:2]1[C:7]1[CH:8]=[C:9]2[C:13](=[CH:14][CH:15]=1)[NH:12][N:11]=[C:10]2[N:24]([CH2:26][CH2:27][O:28][CH3:29])[CH3:25].